From a dataset of Forward reaction prediction with 1.9M reactions from USPTO patents (1976-2016). Predict the product of the given reaction. (1) Given the reactants [CH3:1][C:2]1[CH:7]=[C:6]([CH3:8])[NH:5][C:4](=[O:9])[C:3]=1[CH2:10][NH:11][C:12]([C:14]1[C:15]2[CH:32]=[N:31][N:30]([CH:33]([CH3:35])[CH3:34])[C:16]=2[N:17]=[C:18]([C:20]2[CH2:21][CH2:22][N:23]([S:26]([CH3:29])(=[O:28])=[O:27])[CH2:24][CH:25]=2)[CH:19]=1)=[O:13], predict the reaction product. The product is: [CH3:1][C:2]1[CH:7]=[C:6]([CH3:8])[NH:5][C:4](=[O:9])[C:3]=1[CH2:10][NH:11][C:12]([C:14]1[C:15]2[CH:32]=[N:31][N:30]([CH:33]([CH3:35])[CH3:34])[C:16]=2[N:17]=[C:18]([CH:20]2[CH2:21][CH2:22][N:23]([S:26]([CH3:29])(=[O:28])=[O:27])[CH2:24][CH2:25]2)[CH:19]=1)=[O:13]. (2) Given the reactants [NH2:1][C:2]([NH:4][C:5]1[CH:35]=[CH:34][C:8]([C:9]([NH:11][C:12]2[CH:13]=[CH:14][C:15]3[N:19]=[CH:18][N:17]([CH:20]([C:27]4[CH:32]=[CH:31][CH:30]=[CH:29][CH:28]=4)[CH2:21][C:22]([O:24]CC)=[O:23])[C:16]=3[CH:33]=2)=[O:10])=[CH:7][CH:6]=1)=[NH:3], predict the reaction product. The product is: [NH2:3][C:2]([NH:4][C:5]1[CH:6]=[CH:7][C:8]([C:9]([NH:11][C:12]2[CH:13]=[CH:14][C:15]3[N:19]=[CH:18][N:17]([CH:20]([C:27]4[CH:28]=[CH:29][CH:30]=[CH:31][CH:32]=4)[CH2:21][C:22]([OH:24])=[O:23])[C:16]=3[CH:33]=2)=[O:10])=[CH:34][CH:35]=1)=[NH:1]. (3) Given the reactants [CH3:1][S:2]([C:5]1[CH:10]=[CH:9][CH:8]=[C:7]([C:11]([F:14])([F:13])[F:12])[CH:6]=1)(=[O:4])=[O:3].[N+:15]([O-])([OH:17])=[O:16], predict the reaction product. The product is: [CH3:1][S:2]([C:5]1[CH:6]=[C:7]([C:11]([F:12])([F:13])[F:14])[CH:8]=[C:9]([N+:15]([O-:17])=[O:16])[CH:10]=1)(=[O:4])=[O:3]. (4) Given the reactants Br[C:2]1[CH:3]=[C:4]([C:12]2[N:13]=[C:14]([CH2:17][CH2:18][C:19]([O:21][CH3:22])=[O:20])[O:15][CH:16]=2)[CH:5]=[C:6]([C:8]([F:11])([F:10])[F:9])[CH:7]=1.[S:23]1[CH:27]=[CH:26][CH:25]=[C:24]1B(O)O.C(=O)([O-])[O-].[Na+].[Na+], predict the reaction product. The product is: [S:23]1[CH:27]=[CH:26][CH:25]=[C:24]1[C:2]1[CH:3]=[C:4]([C:12]2[N:13]=[C:14]([CH2:17][CH2:18][C:19]([O:21][CH3:22])=[O:20])[O:15][CH:16]=2)[CH:5]=[C:6]([C:8]([F:11])([F:10])[F:9])[CH:7]=1. (5) Given the reactants [C:1]([O:5][C:6]([NH:8][CH:9]1[CH:14](O)[CH2:13][CH2:12][N:11]([C:16]([O:18][CH2:19][C:20]2[CH:25]=[CH:24][CH:23]=[CH:22][CH:21]=2)=[O:17])[CH2:10]1)=[O:7])([CH3:4])([CH3:3])[CH3:2].CCN(S(F)(F)[F:32])CC, predict the reaction product. The product is: [C:1]([O:5][C:6]([NH:8][CH:9]1[CH:14]([F:32])[CH2:13][CH2:12][N:11]([C:16]([O:18][CH2:19][C:20]2[CH:25]=[CH:24][CH:23]=[CH:22][CH:21]=2)=[O:17])[CH2:10]1)=[O:7])([CH3:4])([CH3:3])[CH3:2]. (6) Given the reactants [F:1][C:2]1[CH:7]=[CH:6][C:5]([CH:8]2[CH2:13][CH2:12][N:11]([C:14]([C:16]3[C:17]([NH:27][C:28]4[CH:33]=[CH:32][CH:31]=[CH:30][C:29]=4[CH3:34])=[C:18]([CH3:26])[C:19]([S:22]([OH:25])(=O)=[O:23])=[N:20][CH:21]=3)=[O:15])[CH2:10][CH2:9]2)=[CH:4][CH:3]=1.Cl.[CH3:36][C:37]1[CH:41]=[C:40]([NH2:42])[S:39][N:38]=1, predict the reaction product. The product is: [F:1][C:2]1[CH:7]=[CH:6][C:5]([CH:8]2[CH2:13][CH2:12][N:11]([C:14]([C:16]3[C:17]([NH:27][C:28]4[CH:33]=[CH:32][CH:31]=[CH:30][C:29]=4[CH3:34])=[C:18]([CH3:26])[C:19]([S:22]([NH:42][C:40]4[S:39][N:38]=[C:37]([CH3:36])[CH:41]=4)(=[O:25])=[O:23])=[N:20][CH:21]=3)=[O:15])[CH2:10][CH2:9]2)=[CH:4][CH:3]=1. (7) Given the reactants [NH2:1][C:2]1[CH:10]=[CH:9][CH:8]=[C:7]2[C:3]=1[CH:4]=[CH:5][N:6]2[C:11]([C:19]1[CH:24]=[CH:23][C:22]([Cl:25])=[CH:21][CH:20]=1)([CH2:17][CH3:18])[CH2:12][C:13]([O:15][CH3:16])=[O:14].CN1CCOCC1.[CH3:33][S:34](Cl)(=[O:36])=[O:35], predict the reaction product. The product is: [Cl:25][C:22]1[CH:23]=[CH:24][C:19]([C:11]([N:6]2[C:7]3[C:3](=[C:2]([NH:1][S:34]([CH3:33])(=[O:36])=[O:35])[CH:10]=[CH:9][CH:8]=3)[CH:4]=[CH:5]2)([CH2:17][CH3:18])[CH2:12][C:13]([O:15][CH3:16])=[O:14])=[CH:20][CH:21]=1.